Dataset: Full USPTO retrosynthesis dataset with 1.9M reactions from patents (1976-2016). Task: Predict the reactants needed to synthesize the given product. (1) Given the product [CH3:1][O:2][C:3]([C:4]1[C:5]([N:13]2[CH2:17][CH2:16][C:15]([F:19])([F:18])[CH2:14]2)=[CH:6][C:7]2[N:11]([CH3:12])[C:37]([NH:36][C:35]3[C:34]([Cl:39])=[CH:33][CH:32]=[C:23]([CH2:24][NH:25][C:26](=[O:31])[C:27]([CH3:30])([CH3:29])[CH3:28])[C:22]=3[Cl:21])=[N:10][C:8]=2[CH:9]=1)=[O:20], predict the reactants needed to synthesize it. The reactants are: [CH3:1][O:2][C:3](=[O:20])[C:4]1[CH:9]=[C:8]([NH2:10])[C:7]([NH:11][CH3:12])=[CH:6][C:5]=1[N:13]1[CH2:17][CH2:16][C:15]([F:19])([F:18])[CH2:14]1.[Cl:21][C:22]1[C:35]([N:36]=[C:37]=S)=[C:34]([Cl:39])[CH:33]=[CH:32][C:23]=1[CH2:24][NH:25][C:26](=[O:31])[C:27]([CH3:30])([CH3:29])[CH3:28].CC(C)N=C=NC(C)C. (2) Given the product [Br:16][C:6]1[C:5]([CH3:8])=[CH:4][C:3]([O:9][CH2:10][CH2:11][CH2:12][CH2:13][CH2:14][CH3:15])=[C:2]([CH3:1])[CH:7]=1, predict the reactants needed to synthesize it. The reactants are: [CH3:1][C:2]1[CH:7]=[CH:6][C:5]([CH3:8])=[CH:4][C:3]=1[O:9][CH2:10][CH2:11][CH2:12][CH2:13][CH2:14][CH3:15].[Br:16]Br.O. (3) The reactants are: C([N:3]([CH2:6][CH3:7])CC)C.[CH3:8][Si:9](Cl)([CH3:11])[CH3:10].[CH2:13]([Cl:15])Cl. Given the product [Cl:15][CH2:13][CH2:7][CH2:6][N:3]([Si:9]([CH3:11])([CH3:10])[CH3:8])[Si:9]([CH3:11])([CH3:10])[CH3:8], predict the reactants needed to synthesize it. (4) Given the product [Cl:28][CH2:27][CH2:26][CH2:25][N:6]1[C:5]2[CH:4]=[C:3]([C:2]([F:1])([F:17])[F:18])[CH:16]=[CH:15][C:14]=2[S:13][C:12]2[C:7]1=[CH:8][CH:9]=[CH:10][CH:11]=2, predict the reactants needed to synthesize it. The reactants are: [F:1][C:2]([F:18])([F:17])[C:3]1[CH:16]=[CH:15][C:14]2[S:13][C:12]3[C:7](=[CH:8][CH:9]=[CH:10][CH:11]=3)[NH:6][C:5]=2[CH:4]=1.CN(C=O)C.Br[CH2:25][CH2:26][CH2:27][Cl:28]. (5) Given the product [CH3:11][N:6]1[C:7]2[C:3](=[C:52]([C:37]3[CH:46]=[C:45]4[C:40]([CH:41]=[CH:42][C:43](=[O:47])[O:44]4)=[CH:39][CH:38]=3)[CH:57]=[CH:9][CH:8]=2)[C:4]2([C:18]3[C:19](=[CH:22][C:23]4[O:24][CH2:25][CH2:26][O:49][C:27]=4[CH:28]=3)[O:20][CH2:21]2)[C:5]1=[O:17], predict the reactants needed to synthesize it. The reactants are: BrC1C=[CH:9][CH:8]=[C:7]2[C:3]=1[C:4]1([CH2:21][O:20][C:19]3[CH:22]=[C:23]4[C:27](=[CH:28][C:18]1=3)[CH2:26][CH2:25][O:24]4)[C:5](=[O:17])[N:6]2[CH2:11][C@H]1CCCO1.CC1(C)C(C)(C)OB([C:37]2[CH:46]=[C:45]3[C:40]([CH:41]=[CH:42][C:43](=[O:47])[O:44]3)=[CH:39][CH:38]=2)O1.[OH2:49].CN(C)[C:52]1[CH:57]=CC(B(O)O)=CN=1. (6) The reactants are: [OH:1][C@@:2]([CH3:11])([CH2:9][OH:10])[C:3](N(OC)C)=[O:4].[OH2:12].[OH-].[Li+:14]. Given the product [OH:1][C@@:2]([CH3:11])([CH2:9][OH:10])[C:3]([O-:4])=[O:12].[Li+:14], predict the reactants needed to synthesize it. (7) Given the product [F:23][C:20]([F:21])([F:22])[C:12]1[CH:11]=[C:10]([C:8]2[S:9][C:5]([CH2:3][OH:2])=[C:6]([CH3:24])[N:7]=2)[CH:15]=[C:14]([C:16]([F:17])([F:19])[F:18])[CH:13]=1, predict the reactants needed to synthesize it. The reactants are: C[O:2][C:3]([C:5]1[S:9][C:8]([C:10]2[CH:15]=[C:14]([C:16]([F:19])([F:18])[F:17])[CH:13]=[C:12]([C:20]([F:23])([F:22])[F:21])[CH:11]=2)=[N:7][C:6]=1[CH3:24])=O.[Li]. (8) Given the product [CH3:1][O:2][C:3](=[O:18])[C:4]1[C:5](=[C:10]([CH3:17])[C:11]([CH2:15][CH3:16])=[CH:12][C:13]=1[O:14][CH2:27][CH:26]=[CH2:25])[C:6]([O:8][CH3:9])=[O:7], predict the reactants needed to synthesize it. The reactants are: [CH3:1][O:2][C:3](=[O:18])[C:4]1[C:5](=[C:10]([CH3:17])[C:11]([CH2:15][CH3:16])=[CH:12][C:13]=1[OH:14])[C:6]([O:8][CH3:9])=[O:7].C(=O)([O-])[O-].[K+].[K+].[CH2:25](Br)[CH:26]=[CH2:27].